This data is from Forward reaction prediction with 1.9M reactions from USPTO patents (1976-2016). The task is: Predict the product of the given reaction. (1) Given the reactants [CH2:1]([O:8][C:9]([N:11]1[CH2:16][CH2:15][CH2:14][CH2:13][CH:12]1[C:17](=O)[NH:18][CH2:19][C:20](=O)[C:21]1[CH:26]=[CH:25][CH:24]=[CH:23][CH:22]=1)=[O:10])[C:2]1[CH:7]=[CH:6][CH:5]=[CH:4][CH:3]=1.C([O-])(=O)C.[NH4+:33].CC(O)=O.C1(C)C(C)=CC=CC=1, predict the reaction product. The product is: [CH2:1]([O:8][C:9]([N:11]1[CH2:16][CH2:15][CH2:14][CH2:13][CH:12]1[C:17]1[NH:18][CH:19]=[C:20]([C:21]2[CH:26]=[CH:25][CH:24]=[CH:23][CH:22]=2)[N:33]=1)=[O:10])[C:2]1[CH:7]=[CH:6][CH:5]=[CH:4][CH:3]=1. (2) Given the reactants [O:1]([CH2:8][C:9]1[CH:10]=[C:11]([CH:16]=[CH:17][N:18]=1)[C:12]([O:14][CH3:15])=[O:13])[C:2]1[CH:7]=[CH:6][CH:5]=[CH:4][CH:3]=1, predict the reaction product. The product is: [CH:2]1([O:1][CH2:8][CH:9]2[CH2:10][CH:11]([C:12]([O:14][CH3:15])=[O:13])[CH2:16][CH2:17][NH:18]2)[CH2:7][CH2:6][CH2:5][CH2:4][CH2:3]1. (3) Given the reactants [CH2:1]([O:8][C:9]1[CH:14]=[CH:13][C:12]([C:15](=[O:21])[CH2:16][CH2:17][C:18]([OH:20])=[O:19])=[C:11]([CH3:22])[CH:10]=1)[C:2]1[CH:7]=[CH:6][CH:5]=[CH:4][CH:3]=1.OS(O)(=O)=O.[CH3:28][CH2:29]O, predict the reaction product. The product is: [CH2:28]([O:19][C:18](=[O:20])[CH2:17][CH2:16][C:15]([C:12]1[CH:13]=[CH:14][C:9]([O:8][CH2:1][C:2]2[CH:3]=[CH:4][CH:5]=[CH:6][CH:7]=2)=[CH:10][C:11]=1[CH3:22])=[O:21])[CH3:29]. (4) Given the reactants [CH3:1][O:2][C:3]([C@H:5]1[CH2:9][C@@H:8]([OH:10])[CH2:7][NH:6]1)=[O:4].C(N(CC)CC)C.[C:18]1([C:24](Cl)([C:31]2[CH:36]=[CH:35][CH:34]=[CH:33][CH:32]=2)[C:25]2[CH:30]=[CH:29][CH:28]=[CH:27][CH:26]=2)[CH:23]=[CH:22][CH:21]=[CH:20][CH:19]=1, predict the reaction product. The product is: [CH3:1][O:2][C:3]([C@H:5]1[CH2:9][C@@H:8]([OH:10])[CH2:7][N:6]1[C:24]([C:18]1[CH:23]=[CH:22][CH:21]=[CH:20][CH:19]=1)([C:31]1[CH:32]=[CH:33][CH:34]=[CH:35][CH:36]=1)[C:25]1[CH:26]=[CH:27][CH:28]=[CH:29][CH:30]=1)=[O:4]. (5) Given the reactants C(O)C.OS(O)(=O)=O.[Br:9][C:10]1[CH:16]=[C:15]([CH:17]([CH3:19])[CH3:18])[CH:14]=[CH:13][C:11]=1N.N([O-])=O.[Na+], predict the reaction product. The product is: [Br:9][C:10]1[CH:11]=[CH:13][CH:14]=[C:15]([CH:17]([CH3:19])[CH3:18])[CH:16]=1.